From a dataset of Catalyst prediction with 721,799 reactions and 888 catalyst types from USPTO. Predict which catalyst facilitates the given reaction. (1) Product: [CH:16]([OH:18])=[O:17].[CH:2]1[C:10]2[C:9]3[CH:11]=[CH:12][CH:13]=[CH:14][C:8]=3[S:7][C:6]=2[C:5]([CH:15]([N:19]2[CH2:20][CH2:21][N:22]([CH3:25])[CH2:23][CH2:24]2)[C:16]([NH:77][NH:76][C:71]2[CH:70]=[C:69]([Cl:68])[CH:74]=[C:73]([Cl:75])[CH:72]=2)=[O:17])=[CH:4][CH:3]=1. Reactant: Cl.[CH:2]1[C:10]2[C:9]3[CH:11]=[CH:12][CH:13]=[CH:14][C:8]=3[S:7][C:6]=2[C:5]([CH:15]([N:19]2[CH2:24][CH2:23][N:22]([CH3:25])[CH2:21][CH2:20]2)[C:16]([OH:18])=[O:17])=[CH:4][CH:3]=1.CN(C(ON1N=NC2C=CC=CC1=2)=[N+](C)C)C.[B-](F)(F)(F)F.CN1C2C=CC(Cl)=CC=2C(C2C=CC=CC=2)=NCC1=O.[Cl:68][C:69]1[CH:70]=[C:71]([NH:76][NH2:77])[CH:72]=[C:73]([Cl:75])[CH:74]=1. The catalyst class is: 3. (2) Reactant: [CH:1]([N:14]1[CH2:17][CH:16]([CH2:18][O:19][C:20]2[C:28]([CH:29]3[CH2:31][CH2:30]3)=[CH:27][C:23]([C:24]([OH:26])=O)=[C:22]([F:32])[CH:21]=2)[CH2:15]1)([C:8]1[CH:13]=[CH:12][CH:11]=[CH:10][CH:9]=1)[C:2]1[CH:7]=[CH:6][CH:5]=[CH:4][CH:3]=1.[CH2:33]([S:35]([NH2:38])(=[O:37])=[O:36])[CH3:34].CN(C(ON1N=NC2C=CC=CC1=2)=[N+](C)C)C.F[P-](F)(F)(F)(F)F.CCN(C(C)C)C(C)C. Product: [CH:1]([N:14]1[CH2:17][CH:16]([CH2:18][O:19][C:20]2[C:28]([CH:29]3[CH2:30][CH2:31]3)=[CH:27][C:23]([C:24]([NH:38][S:35]([CH2:33][CH3:34])(=[O:37])=[O:36])=[O:26])=[C:22]([F:32])[CH:21]=2)[CH2:15]1)([C:2]1[CH:7]=[CH:6][CH:5]=[CH:4][CH:3]=1)[C:8]1[CH:9]=[CH:10][CH:11]=[CH:12][CH:13]=1. The catalyst class is: 26. (3) Reactant: [CH2:1]([O:3][P:4]([CH2:9][C:10]1[CH:15]=[CH:14][C:13]([NH:16][C:17]2[N:22]=[C:21]([NH:23][C:24]3[CH:25]=[CH:26][C:27]([C@@H:35]4[CH2:40][CH2:39][C@H:38]([C:41](O)=[O:42])[CH2:37][CH2:36]4)=[C:28]4[C:32]=3[C:31](=[O:33])[N:30]([CH3:34])[CH2:29]4)[C:20]([C:44]([F:47])([F:46])[F:45])=[CH:19][N:18]=2)=[C:12]([O:48][CH3:49])[CH:11]=1)([O:6][CH2:7][CH3:8])=[O:5])[CH3:2].[CH3:50][N:51](C(ON1N=NC2C=CC=CC1=2)=[N+](C)C)C.[B-](F)(F)(F)F.[Cl-].C[NH3+].CCN(C(C)C)C(C)C. Product: [CH3:49][O:48][C:12]1[CH:11]=[C:10]([CH:15]=[CH:14][C:13]=1[NH:16][C:17]1[N:22]=[C:21]([NH:23][C:24]2[CH:25]=[CH:26][C:27]([C@H:35]3[CH2:36][CH2:37][C@@H:38]([C:41](=[O:42])[NH:51][CH3:50])[CH2:39][CH2:40]3)=[C:28]3[C:32]=2[C:31](=[O:33])[N:30]([CH3:34])[CH2:29]3)[C:20]([C:44]([F:47])([F:46])[F:45])=[CH:19][N:18]=1)[CH2:9][P:4](=[O:5])([O:3][CH2:1][CH3:2])[O:6][CH2:7][CH3:8]. The catalyst class is: 3. (4) Reactant: C(OC([N:11]1[CH2:32][CH2:31][C:14]2([CH:16]([C:17]([N:19]3[CH2:24][CH2:23][N:22]([CH:25]4[CH2:30][CH2:29][CH2:28][CH2:27][CH2:26]4)[CH2:21][CH2:20]3)=[O:18])[CH2:15]2)[CH2:13][CH2:12]1)=O)C1C=CC=CC=1.[H][H]. Product: [CH:16]1([C:17]([N:19]2[CH2:24][CH2:23][N:22]([CH:25]3[CH2:26][CH2:27][CH2:28][CH2:29][CH2:30]3)[CH2:21][CH2:20]2)=[O:18])[C:14]2([CH2:31][CH2:32][NH:11][CH2:12][CH2:13]2)[CH2:15]1. The catalyst class is: 19. (5) The catalyst class is: 2. Product: [P:1]([OH:8])([OH:3])([O:13][CH2:14][C:15]([N:17]([CH2:22][C:23]1[CH:24]=[N:25][C:26]([C:29]2[S:37][C:36]3[C:31](=[N:32][CH:33]=[CH:34][C:35]=3[O:38][C:39]3[CH:44]=[CH:43][C:42]([NH:45][C:46]([NH:48][CH:49]4[CH2:51][CH2:50]4)=[O:47])=[CH:41][C:40]=3[F:52])[CH:30]=2)=[CH:27][CH:28]=1)[CH2:18][CH2:19][O:20][CH3:21])=[O:16])=[O:2]. Reactant: [P:1]([O:13][CH2:14][C:15]([N:17]([CH2:22][C:23]1[CH:24]=[N:25][C:26]([C:29]2[S:37][C:36]3[C:31](=[N:32][CH:33]=[CH:34][C:35]=3[O:38][C:39]3[CH:44]=[CH:43][C:42]([NH:45][C:46]([NH:48][CH:49]4[CH2:51][CH2:50]4)=[O:47])=[CH:41][C:40]=3[F:52])[CH:30]=2)=[CH:27][CH:28]=1)[CH2:18][CH2:19][O:20][CH3:21])=[O:16])([O:8]C(C)(C)C)([O:3]C(C)(C)C)=[O:2].Cl.O1CCOCC1. (6) Reactant: [N:1]1[CH:6]=[CH:5][CH:4]=[CH:3][C:2]=1[C:7]1[N:12]=[CH:11][C:10]([C:13]([OH:15])=O)=[CH:9][N:8]=1.O[N:17]1[C:21]2[CH:22]=[CH:23][CH:24]=[CH:25][C:20]=2N=N1.C1CCC(N=C=NC2CCCCC2)CC1.NC1C=CC=CC=1.C(O)C(N)(CO)CO. Product: [C:21]1([NH:17][C:13]([C:10]2[CH:11]=[N:12][C:7]([C:2]3[CH:3]=[CH:4][CH:5]=[CH:6][N:1]=3)=[N:8][CH:9]=2)=[O:15])[CH:22]=[CH:23][CH:24]=[CH:25][CH:20]=1. The catalyst class is: 3. (7) Reactant: [OH:1][CH:2]([C:6]1[CH:11]=[CH:10][C:9]([C:12]2[N:16]=[C:15]([C:17]3[O:21][N:20]=[C:19]([C:22]4[CH:27]=[CH:26][CH:25]=[CH:24][CH:23]=4)[C:18]=3[C:28]([F:31])([F:30])[F:29])[O:14][N:13]=2)=[CH:8][CH:7]=1)[C:3](O)=[O:4].Cl.[NH2:33][CH:34]([CH2:37][C:38]1[CH:43]=[CH:42][CH:41]=[CH:40][CH:39]=1)[C:35]#[N:36].CN1CCOCC1.CN(C(ON1N=NC2C=CC=NC1=2)=[N+](C)C)C.F[P-](F)(F)(F)(F)F. Product: [C:35]([CH:34]([NH:33][C:3](=[O:4])[CH:2]([OH:1])[C:6]1[CH:7]=[CH:8][C:9]([C:12]2[N:16]=[C:15]([C:17]3[O:21][N:20]=[C:19]([C:22]4[CH:23]=[CH:24][CH:25]=[CH:26][CH:27]=4)[C:18]=3[C:28]([F:30])([F:29])[F:31])[O:14][N:13]=2)=[CH:10][CH:11]=1)[CH2:37][C:38]1[CH:43]=[CH:42][CH:41]=[CH:40][CH:39]=1)#[N:36]. The catalyst class is: 3. (8) Reactant: [CH2:1]([O:6][C:7](Cl)=[O:8])[C:2]([CH3:5])([CH3:4])[CH3:3].[NH2:10][C:11]1[CH:16]=[CH:15][C:14]([C:17]2[C:25]3[C:24]([NH2:26])=[N:23][CH:22]=[N:21][C:20]=3[N:19]([CH:27]3[CH2:31][CH2:30][CH2:29][CH2:28]3)[CH:18]=2)=[CH:13][C:12]=1[O:32][CH3:33]. Product: [NH2:26][C:24]1[C:25]2[C:17]([C:14]3[CH:15]=[CH:16][C:11]([NH:10][C:7](=[O:8])[O:6][CH2:1][C:2]([CH3:5])([CH3:4])[CH3:3])=[C:12]([O:32][CH3:33])[CH:13]=3)=[CH:18][N:19]([CH:27]3[CH2:28][CH2:29][CH2:30][CH2:31]3)[C:20]=2[N:21]=[CH:22][N:23]=1. The catalyst class is: 529.